This data is from Full USPTO retrosynthesis dataset with 1.9M reactions from patents (1976-2016). The task is: Predict the reactants needed to synthesize the given product. (1) Given the product [N:34]([CH2:2][CH2:3][CH2:4][S:5]([O:8][CH2:9][C:10]([CH3:33])([CH3:32])[C@@H:11]([O:24][CH2:25][C:26]1[CH:31]=[CH:30][CH:29]=[CH:28][CH:27]=1)[C:12]([O:14][CH2:15][CH2:16][O:17][C:18]([O:20][CH:21]([CH3:23])[CH3:22])=[O:19])=[O:13])(=[O:7])=[O:6])=[N+:35]=[N-:36], predict the reactants needed to synthesize it. The reactants are: Cl[CH2:2][CH2:3][CH2:4][S:5]([O:8][CH2:9][C:10]([CH3:33])([CH3:32])[C@@H:11]([O:24][CH2:25][C:26]1[CH:31]=[CH:30][CH:29]=[CH:28][CH:27]=1)[C:12]([O:14][CH2:15][CH2:16][O:17][C:18]([O:20][CH:21]([CH3:23])[CH3:22])=[O:19])=[O:13])(=[O:7])=[O:6].[N-:34]=[N+:35]=[N-:36].[Na+]. (2) Given the product [F:34][C:2]([F:1])([F:33])[C:3]([C:12]1[CH:13]=[C:14]([CH:15]=[CH:16][C:17]=1[Sn:18]([CH2:27][CH2:28][CH2:29][CH3:30])([CH2:23][CH2:24][CH2:25][CH3:26])[CH2:19][CH2:20][CH2:21][CH3:22])[CH2:31][NH:32][C:35](=[O:41])[CH2:36][CH2:37][C:38]([OH:40])=[O:39])([O:8][CH2:9][O:10][CH3:11])[C:4]([F:7])([F:6])[F:5], predict the reactants needed to synthesize it. The reactants are: [F:1][C:2]([F:34])([F:33])[C:3]([C:12]1[CH:13]=[C:14]([CH2:31][NH2:32])[CH:15]=[CH:16][C:17]=1[Sn:18]([CH2:27][CH2:28][CH2:29][CH3:30])([CH2:23][CH2:24][CH2:25][CH3:26])[CH2:19][CH2:20][CH2:21][CH3:22])([O:8][CH2:9][O:10][CH3:11])[C:4]([F:7])([F:6])[F:5].[C:35]1(=[O:41])[O:40][C:38](=[O:39])[CH2:37][CH2:36]1. (3) Given the product [CH3:1][S:2]([O:19][CH:17]1[CH2:16][CH2:15][O:14][CH:13]([C:9]2[CH:10]=[N:11][CH:12]=[C:7]([Br:6])[CH:8]=2)[CH2:18]1)(=[O:4])=[O:3], predict the reactants needed to synthesize it. The reactants are: [CH3:1][S:2](Cl)(=[O:4])=[O:3].[Br:6][C:7]1[CH:8]=[C:9]([CH:13]2[CH2:18][CH:17]([OH:19])[CH2:16][CH2:15][O:14]2)[CH:10]=[N:11][CH:12]=1.